From a dataset of Retrosynthesis with 50K atom-mapped reactions and 10 reaction types from USPTO. Predict the reactants needed to synthesize the given product. (1) Given the product COc1ccccc1C=CCN1CCc2nc(N)sc2CC1, predict the reactants needed to synthesize it. The reactants are: COc1ccccc1C=CCCl.Nc1nc2c(s1)CCNCC2. (2) Given the product COc1ccc(CC(=O)Nc2ccc(C(=O)N(CC(=O)OC(C)(C)C)Cc3ccc(C(=O)NNC(=O)c4ccc(-c5ccc(C)cc5)cc4)cc3)cc2)c(C(F)(F)F)c1, predict the reactants needed to synthesize it. The reactants are: COc1ccc(CC(=O)Nc2ccc(C(=O)N(CC(=O)OC(C)(C)C)Cc3ccc(C(=O)O)cc3)cc2)c(C(F)(F)F)c1.Cc1ccc(-c2ccc(C(=O)NN)cc2)cc1. (3) Given the product C[C@@H](O[Si](C)(C)C(C)(C)C)[C@H](CO[Si](C)(C)C(C)(C)C)Cn1cnc2c(N)ncnc21, predict the reactants needed to synthesize it. The reactants are: C[C@@H](O[Si](C)(C)C(C)(C)C)[C@H](CO[Si](C)(C)C(C)(C)C)Cn1cnc2c(Cl)ncnc21.N. (4) Given the product CC(NCCC1CCN(Cc2ccc(F)cc2)CC1)c1ccccc1, predict the reactants needed to synthesize it. The reactants are: CC(NC(=O)CC1CCN(Cc2ccc(F)cc2)CC1)c1ccccc1. (5) Given the product CC(C)(C)OC(=O)N1CCN(c2c(Cl)cc(C(=O)O)cc2OC(F)(F)F)CC1, predict the reactants needed to synthesize it. The reactants are: CCOC(=O)c1cc(Cl)c(N2CCN(C(=O)OC(C)(C)C)CC2)c(OC(F)(F)F)c1.